Dataset: Peptide-MHC class I binding affinity with 185,985 pairs from IEDB/IMGT. Task: Regression. Given a peptide amino acid sequence and an MHC pseudo amino acid sequence, predict their binding affinity value. This is MHC class I binding data. The peptide sequence is VLFSIFYKDY. The MHC is HLA-A31:01 with pseudo-sequence HLA-A31:01. The binding affinity (normalized) is 0.345.